From a dataset of Forward reaction prediction with 1.9M reactions from USPTO patents (1976-2016). Predict the product of the given reaction. Given the reactants [CH3:1][CH:2]1[CH2:7][CH2:6][NH:5][CH2:4][CH2:3]1.CS(O[CH2:13][CH2:14][C:15]1[CH:20]=[CH:19][C:18]([C:21]#[C:22][C:23]2[CH:28]=[CH:27][C:26]([C:29]3[CH:34]=[CH:33][C:32]([Cl:35])=[CH:31][CH:30]=3)=[CH:25][N:24]=2)=[CH:17][C:16]=1[CH3:36])(=O)=O, predict the reaction product. The product is: [Cl:35][C:32]1[CH:31]=[CH:30][C:29]([C:26]2[CH:27]=[CH:28][C:23]([C:22]#[C:21][C:18]3[CH:19]=[CH:20][C:15]([CH2:14][CH2:13][N:5]4[CH2:6][CH2:7][CH:2]([CH3:1])[CH2:3][CH2:4]4)=[C:16]([CH3:36])[CH:17]=3)=[N:24][CH:25]=2)=[CH:34][CH:33]=1.